From a dataset of Full USPTO retrosynthesis dataset with 1.9M reactions from patents (1976-2016). Predict the reactants needed to synthesize the given product. (1) Given the product [CH2:1]([N:5]1[CH2:10][CH2:9][N:8]([CH:11]([CH2:28][C:29]2[CH:34]=[CH:33][CH:32]=[CH:31][CH:30]=2)[C:12]([O:14][CH3:15])=[O:13])[C:7](=[O:16])[C:6]1=[O:17])[CH2:2][CH2:3][CH3:4], predict the reactants needed to synthesize it. The reactants are: [CH2:1]([N:5]1[CH2:10][CH2:9][N:8]([CH2:11][C:12]([O:14][CH3:15])=[O:13])[C:7](=[O:16])[C:6]1=[O:17])[CH2:2][CH2:3][CH3:4].C[Si]([N-][Si](C)(C)C)(C)C.[Li+].[CH2:28](Br)[C:29]1[CH:34]=[CH:33][CH:32]=[CH:31][CH:30]=1. (2) Given the product [N:38]1([CH2:37][CH2:36][O:22][C:21](=[O:23])[CH2:20][CH:13]2[C:14]3[C:19](=[CH:18][CH:17]=[CH:16][CH:15]=3)[C:11](=[C:10]3[C:9]4[C:4](=[CH:5][CH:6]=[CH:7][CH:8]=4)[NH:3][C:2]3=[O:1])[O:12]2)[CH2:43][CH2:42][O:41][CH2:40][CH2:39]1, predict the reactants needed to synthesize it. The reactants are: [O:1]=[C:2]1[C:10](=[C:11]2[C:19]3[C:14](=[CH:15][CH:16]=[CH:17][CH:18]=3)[CH:13]([CH2:20][C:21]([OH:23])=[O:22])[O:12]2)[C:9]2[C:4](=[CH:5][CH:6]=[CH:7][CH:8]=2)[NH:3]1.[Li]CCCC.C(Cl)(=O)C(Cl)=O.O[CH2:36][CH2:37][N:38]1[CH2:43][CH2:42][O:41][CH2:40][CH2:39]1. (3) The reactants are: [Cl:1][C:2]1[CH:3]=[CH:4][C:5]2[N:6]=[CH:7][N:8]=[C:9](OC3CCOCC3)[C:10]=2[N:11]=1.[O:19]1[CH2:24][CH2:23][CH:22]([NH2:25])[CH2:21][CH2:20]1.CC(C)([O-])C.[Na+]. Given the product [Cl:1][C:2]1[CH:3]=[CH:4][C:5]2[N:6]=[CH:7][N:8]=[C:9]([NH:25][CH:22]3[CH2:23][CH2:24][O:19][CH2:20][CH2:21]3)[C:10]=2[N:11]=1, predict the reactants needed to synthesize it. (4) Given the product [CH2:1]([O:5][C:6]1[CH:14]=[CH:13][C:12]([S:15]([CH3:18])(=[O:17])=[O:16])=[CH:11][C:7]=1[C:8]([N:36]1[CH2:35][CH2:34][N:33]([C:31]2[S:32][C:28]([C:27]([F:39])([F:26])[F:40])=[N:29][N:30]=2)[CH2:38][CH2:37]1)=[O:10])[CH:2]([CH3:3])[CH3:4], predict the reactants needed to synthesize it. The reactants are: [CH2:1]([O:5][C:6]1[CH:14]=[CH:13][C:12]([S:15]([CH3:18])(=[O:17])=[O:16])=[CH:11][C:7]=1[C:8]([OH:10])=O)[CH:2]([CH3:4])[CH3:3].FC(F)(F)C(O)=O.[F:26][C:27]([F:40])([F:39])[C:28]1[S:32][C:31]([N:33]2[CH2:38][CH2:37][NH:36][CH2:35][CH2:34]2)=[N:30][N:29]=1.